From a dataset of Reaction yield outcomes from USPTO patents with 853,638 reactions. Predict the reaction yield, written as a fraction of the theoretical maximum amount of product (1.0 means a 100% yield; for example, 0.34 means a 34% yield). (1) The reactants are [F:1][C:2]1[CH:30]=[CH:29][CH:28]=[C:27]([F:31])[C:3]=1[O:4][C:5]1[CH:10]=[CH:9][C:8]([C:11]2[C:19]3[C:14](=[N:15][CH:16]=[N:17][C:18]=3[NH2:20])[N:13]([CH2:21][C@H:22]3[CH2:26][CH2:25][CH2:24][NH:23]3)[N:12]=2)=[CH:7][CH:6]=1.[C:32]([CH2:34][C:35](O)=[O:36])#[N:33]. The catalyst is ClCCl. The product is [NH2:20][C:18]1[N:17]=[CH:16][N:15]=[C:14]2[N:13]([CH2:21][C@H:22]3[CH2:26][CH2:25][CH2:24][N:23]3[C:35](=[O:36])[CH2:34][C:32]#[N:33])[N:12]=[C:11]([C:8]3[CH:7]=[CH:6][C:5]([O:4][C:3]4[C:27]([F:31])=[CH:28][CH:29]=[CH:30][C:2]=4[F:1])=[CH:10][CH:9]=3)[C:19]=12. The yield is 0.480. (2) The reactants are [CH:1]1([N:4]2[CH2:9][C:8]3([CH2:14][CH2:13][N:12](C(OC(C)(C)C)=O)[CH2:11][CH2:10]3)[O:7][CH2:6][C:5]2=[O:22])[CH2:3][CH2:2]1.[ClH:23]. The catalyst is C(O)C.O1CCOCC1. The product is [ClH:23].[CH:1]1([N:4]2[CH2:9][C:8]3([CH2:10][CH2:11][NH:12][CH2:13][CH2:14]3)[O:7][CH2:6][C:5]2=[O:22])[CH2:3][CH2:2]1. The yield is 0.580. (3) The reactants are [NH2:1][C:2]1[C:10]2[C:5](=[CH:6][CH:7]=[CH:8][C:9]=2[O:11][CH3:12])[N:4]([CH2:13][C:14]2[CH:15]=[C:16]([CH:19]=[CH:20][CH:21]=2)[C:17]#[N:18])[N:3]=1.[Cl:22][C:23]1[S:27][C:26]([S:28](Cl)(=[O:30])=[O:29])=[CH:25][CH:24]=1.N1C=CC=CC=1. No catalyst specified. The product is [Cl:22][C:23]1[S:27][C:26]([S:28]([NH:1][C:2]2[C:10]3[C:5](=[CH:6][CH:7]=[CH:8][C:9]=3[O:11][CH3:12])[N:4]([CH2:13][C:14]3[CH:21]=[CH:20][CH:19]=[C:16]([C:17]#[N:18])[CH:15]=3)[N:3]=2)(=[O:30])=[O:29])=[CH:25][CH:24]=1. The yield is 0.850. (4) The reactants are [BH4-].[Li+].CO.[Li+].[BH4-].CO.[F:9][C:10]1[C:11]2[O:36][N:35]=[C:34]([C:37](OCC)=[O:38])[C:12]=2[CH:13]=[C:14]2[C:27]=1[N:26]1[CH2:28][C@@H:29]([CH3:33])[O:30][C@@H:31]([CH3:32])[C@@H:25]1[C:16]1([C:21](=[O:22])[NH:20][C:19](=[O:23])[NH:18][C:17]1=[O:24])[CH2:15]2. The catalyst is C1COCC1.O. The product is [F:9][C:10]1[C:11]2[O:36][N:35]=[C:34]([CH2:37][OH:38])[C:12]=2[CH:13]=[C:14]2[C:27]=1[N:26]1[CH2:28][C@@H:29]([CH3:33])[O:30][C@@H:31]([CH3:32])[C@@H:25]1[C:16]1([C:17](=[O:24])[NH:18][C:19](=[O:23])[NH:20][C:21]1=[O:22])[CH2:15]2. The yield is 0.810. (5) The reactants are [CH:1](=O)[C:2]1[CH:7]=[CH:6][C:5]([O:8][CH3:9])=[CH:4][CH:3]=1.[CH3:11][C@H:12]([NH2:19])[C:13]1[CH:18]=[CH:17][CH:16]=[CH:15][CH:14]=1.O. The catalyst is C1(C)C=CC=CC=1. The product is [CH3:9][O:8][C:5]1[CH:6]=[CH:7][C:2]([CH:1]=[N:19][C@H:12]([C:13]2[CH:18]=[CH:17][CH:16]=[CH:15][CH:14]=2)[CH3:11])=[CH:3][CH:4]=1. The yield is 1.00.